From a dataset of Full USPTO retrosynthesis dataset with 1.9M reactions from patents (1976-2016). Predict the reactants needed to synthesize the given product. (1) Given the product [NH2:34][C@H:35]([C:41]([OH:43])=[O:42])[CH2:36][CH2:37][CH2:38][CH2:39][NH2:40].[CH3:1][N:2]1[C:10]2[C:9](=[O:11])[N:8]([CH2:12][CH2:13][O:14][C:15]3[CH:20]=[CH:19][C:18]([CH2:21][CH:22]([O:26][CH2:27][CH3:28])[C:23]([OH:25])=[O:24])=[CH:17][CH:16]=3)[C:7]([CH3:29])=[N:6][C:5]=2[C:4]([CH2:30][CH2:31][CH3:32])=[N:3]1.[CH3:1][N:2]1[C:10]2[C:9](=[O:11])[N:8]([CH2:12][CH2:13][O:14][C:15]3[CH:20]=[CH:19][C:18]([CH2:21][CH:22]([O:26][CH2:27][CH3:28])[C:23]([OH:25])=[O:24])=[CH:17][CH:16]=3)[C:7]([CH3:29])=[N:6][C:5]=2[C:4]([CH2:30][CH2:31][CH3:32])=[N:3]1, predict the reactants needed to synthesize it. The reactants are: [CH3:1][N:2]1[C:10]2[C:9](=[O:11])[N:8]([CH2:12][CH2:13][O:14][C:15]3[CH:20]=[CH:19][C:18]([CH2:21][CH:22]([O:26][CH2:27][CH3:28])[C:23]([OH:25])=[O:24])=[CH:17][CH:16]=3)[C:7]([CH3:29])=[N:6][C:5]=2[C:4]([CH2:30][CH2:31][CH3:32])=[N:3]1.O.[NH2:34][C@H:35]([C:41]([OH:43])=[O:42])[CH2:36][CH2:37][CH2:38][CH2:39][NH2:40]. (2) Given the product [OH:32][CH2:31][C:22]1[CH:23]=[C:24]([O:29][CH3:30])[CH:25]=[C:26]([N:14]2[N:7]=[C:6]3[CH:8]=[CH:9][C:3]([O:2][CH3:1])=[CH:4][C:5]3=[N:10]2)[C:21]=1[OH:20], predict the reactants needed to synthesize it. The reactants are: [CH3:1][O:2][C:3]1[CH:9]=[CH:8][C:6]([NH2:7])=[C:5]([N+:10]([O-])=O)[CH:4]=1.Cl.[N:14]([O-])=O.[Na+].[OH-].[Na+].[OH:20][C:21]1[C:26](CO)=[CH:25][C:24]([O:29][CH3:30])=[CH:23][C:22]=1[CH2:31][OH:32].C1(O)C=CC=CC=1. (3) Given the product [N:4]1[C:3]2[C:2](=[CH:8][CH:7]=[CH:6][CH:5]=2)[C:1](=[O:10])[NH:11][CH:17]=1, predict the reactants needed to synthesize it. The reactants are: [C:1]([O-:10])(=O)[C:2]1[C:3](=[CH:5][CH:6]=[CH:7][CH:8]=1)[NH2:4].[NH4+:11].C([O-])([O-])OC.[CH3:17]O. (4) The reactants are: [NH2:1][C@H:2]([C:17]1[CH:22]=[CH:21][CH:20]=[CH:19][CH:18]=1)[C:3]12[N:9]([C:10]([O:12][C:13]([CH3:16])([CH3:15])[CH3:14])=[O:11])[CH:6]([CH2:7][CH2:8]1)[CH2:5][CH2:4]2.CCN(C(C)C)C(C)C.Cl[C:33]([O:35][CH2:36][C:37]1[CH:42]=[CH:41][CH:40]=[CH:39][CH:38]=1)=[O:34]. Given the product [CH2:36]([O:35][C:33]([NH:1][C@H:2]([C:17]1[CH:18]=[CH:19][CH:20]=[CH:21][CH:22]=1)[C:3]12[N:9]([C:10]([O:12][C:13]([CH3:16])([CH3:14])[CH3:15])=[O:11])[CH:6]([CH2:7][CH2:8]1)[CH2:5][CH2:4]2)=[O:34])[C:37]1[CH:42]=[CH:41][CH:40]=[CH:39][CH:38]=1, predict the reactants needed to synthesize it. (5) Given the product [Cl:1][C:2]1[CH:37]=[CH:36][C:5]([CH2:6][CH2:7][N:8]2[CH2:13][CH2:12][N:11]([C:14]3[CH:19]=[CH:18][C:17]4[C:20]5[CH2:21][NH:22][CH2:23][CH2:24][CH2:25][C:26]=5[O:27][C:16]=4[CH:15]=3)[C:10](=[O:35])[CH2:9]2)=[CH:4][CH:3]=1, predict the reactants needed to synthesize it. The reactants are: [Cl:1][C:2]1[CH:37]=[CH:36][C:5]([CH2:6][CH2:7][N:8]2[CH2:13][CH2:12][N:11]([C:14]3[CH:19]=[CH:18][C:17]4[C:20]5[CH2:21][N:22](C(OC(C)(C)C)=O)[CH2:23][CH2:24][CH2:25][C:26]=5[O:27][C:16]=4[CH:15]=3)[C:10](=[O:35])[CH2:9]2)=[CH:4][CH:3]=1.Cl.CCOCC.C([O-])(O)=O.[Na+].